From a dataset of NCI-60 drug combinations with 297,098 pairs across 59 cell lines. Regression. Given two drug SMILES strings and cell line genomic features, predict the synergy score measuring deviation from expected non-interaction effect. (1) Drug 1: CC12CCC3C(C1CCC2NC(=O)OCC(F)(F)F)CCC4C3(C=CC(=O)N4C)C. Drug 2: C1=CN(C(=O)N=C1N)C2C(C(C(O2)CO)O)(F)F. Cell line: HCT116. Synergy scores: CSS=56.3, Synergy_ZIP=-3.27, Synergy_Bliss=-9.01, Synergy_Loewe=-19.1, Synergy_HSA=-8.26. (2) Drug 1: CCN(CC)CCNC(=O)C1=C(NC(=C1C)C=C2C3=C(C=CC(=C3)F)NC2=O)C. Drug 2: C1=NNC2=C1C(=O)NC=N2. Cell line: SN12C. Synergy scores: CSS=21.1, Synergy_ZIP=-6.45, Synergy_Bliss=-1.29, Synergy_Loewe=-37.3, Synergy_HSA=-2.65. (3) Drug 1: C1=NC2=C(N=C(N=C2N1C3C(C(C(O3)CO)O)F)Cl)N. Drug 2: CC(C)CN1C=NC2=C1C3=CC=CC=C3N=C2N. Cell line: SF-539. Synergy scores: CSS=0.197, Synergy_ZIP=-2.49, Synergy_Bliss=-6.24, Synergy_Loewe=-5.50, Synergy_HSA=-6.40. (4) Drug 1: C(=O)(N)NO. Drug 2: CN1C2=C(C=C(C=C2)N(CCCl)CCCl)N=C1CCCC(=O)O.Cl. Cell line: SF-268. Synergy scores: CSS=3.07, Synergy_ZIP=-0.210, Synergy_Bliss=3.95, Synergy_Loewe=1.98, Synergy_HSA=1.98. (5) Drug 1: C1=NC2=C(N=C(N=C2N1C3C(C(C(O3)CO)O)F)Cl)N. Drug 2: C#CCC(CC1=CN=C2C(=N1)C(=NC(=N2)N)N)C3=CC=C(C=C3)C(=O)NC(CCC(=O)O)C(=O)O. Cell line: U251. Synergy scores: CSS=54.9, Synergy_ZIP=9.58, Synergy_Bliss=10.2, Synergy_Loewe=-7.89, Synergy_HSA=6.21. (6) Drug 1: CCC1(CC2CC(C3=C(CCN(C2)C1)C4=CC=CC=C4N3)(C5=C(C=C6C(=C5)C78CCN9C7C(C=CC9)(C(C(C8N6C)(C(=O)OC)O)OC(=O)C)CC)OC)C(=O)OC)O.OS(=O)(=O)O. Drug 2: CCC1(C2=C(COC1=O)C(=O)N3CC4=CC5=C(C=CC(=C5CN(C)C)O)N=C4C3=C2)O.Cl. Cell line: CAKI-1. Synergy scores: CSS=32.8, Synergy_ZIP=-1.53, Synergy_Bliss=-2.75, Synergy_Loewe=-10.9, Synergy_HSA=-2.00. (7) Drug 1: CCCCCOC(=O)NC1=NC(=O)N(C=C1F)C2C(C(C(O2)C)O)O. Drug 2: CCN(CC)CCCC(C)NC1=C2C=C(C=CC2=NC3=C1C=CC(=C3)Cl)OC. Cell line: SK-OV-3. Synergy scores: CSS=9.52, Synergy_ZIP=-1.77, Synergy_Bliss=4.70, Synergy_Loewe=-14.2, Synergy_HSA=-2.27.